From a dataset of Forward reaction prediction with 1.9M reactions from USPTO patents (1976-2016). Predict the product of the given reaction. The product is: [C:24]1([C:23]#[C:22][C:20]2[CH:21]=[C:16]([C:15]#[C:14][CH2:13][O:12][C:9]3[CH:8]=[CH:7][C:6]([O:5][CH2:4][C:3]([OH:38])=[O:2])=[CH:11][CH:10]=3)[CH:17]=[C:18]([C:30]#[C:31][C:32]3[CH:37]=[CH:36][CH:35]=[CH:34][CH:33]=3)[CH:19]=2)[CH:29]=[CH:28][CH:27]=[CH:26][CH:25]=1. Given the reactants C[O:2][C:3](=[O:38])[CH2:4][O:5][C:6]1[CH:11]=[CH:10][C:9]([O:12][CH2:13][C:14]#[C:15][C:16]2[CH:21]=[C:20]([C:22]#[C:23][C:24]3[CH:29]=[CH:28][CH:27]=[CH:26][CH:25]=3)[CH:19]=[C:18]([C:30]#[C:31][C:32]3[CH:37]=[CH:36][CH:35]=[CH:34][CH:33]=3)[CH:17]=2)=[CH:8][CH:7]=1.[Li+].[OH-].O.Cl, predict the reaction product.